Dataset: Full USPTO retrosynthesis dataset with 1.9M reactions from patents (1976-2016). Task: Predict the reactants needed to synthesize the given product. Given the product [CH2:3]([O:5][C:6](=[O:7])[C:8]1[CH:13]=[C:12]([C:14]#[N:15])[C:11]([N:16]2[CH2:17][CH2:18][CH:19]([C:22](=[O:37])[N:23]([CH2:34][CH:35]=[CH2:36])[S:24]([CH2:27][C:28]3[CH:29]=[CH:30][CH:31]=[CH:32][CH:33]=3)(=[O:25])=[O:26])[CH2:20][CH2:21]2)=[N:10][C:9]=1[O:38][CH3:39])[CH3:4], predict the reactants needed to synthesize it. The reactants are: CI.[CH2:3]([O:5][C:6]([C:8]1[C:9](=[O:38])[NH:10][C:11]([N:16]2[CH2:21][CH2:20][CH:19]([C:22](=[O:37])[N:23]([CH2:34][CH:35]=[CH2:36])[S:24]([CH2:27][C:28]3[CH:33]=[CH:32][CH:31]=[CH:30][CH:29]=3)(=[O:26])=[O:25])[CH2:18][CH2:17]2)=[C:12]([C:14]#[N:15])[CH:13]=1)=[O:7])[CH3:4].[CH3:39]S(C)=O.